Task: Binary Classification. Given a drug SMILES string, predict its activity (active/inactive) in a high-throughput screening assay against a specified biological target.. Dataset: HIV replication inhibition screening data with 41,000+ compounds from the AIDS Antiviral Screen (1) The drug is CCC(CCl)NC(=O)Nc1ccc(S(=O)(=O)c2ccc([N+](=O)[O-])cc2)cc1. The result is 0 (inactive). (2) The drug is Cc1cn(C2CC(F)C(CO)O2)c(=O)[nH]c1=O. The result is 1 (active). (3) The molecule is CC(=NO)c1ccc(OCc2cc(C(F)(F)F)cc(C(F)(F)F)c2)cc1. The result is 0 (inactive). (4) The compound is O=[N+]([O-])c1cccc([N+](=O)[O-])c1S(=O)(=O)c1ccccc1. The result is 0 (inactive). (5) The molecule is O=C(O)c1nc(O)nc(O)c1C(=O)O. The result is 0 (inactive). (6) The compound is Cc1ccc(Nc2nc3c(s2)C(=O)c2ccccc2C3=O)cc1. The result is 0 (inactive). (7) The result is 0 (inactive). The compound is Oc1nc(Nc2cccc(C(F)(F)F)c2)nc2[nH]cnc12. (8) The molecule is Cl.NCCCNCCSSCc1ccccc1CSSCCNCCCN. The result is 0 (inactive).